Dataset: Catalyst prediction with 721,799 reactions and 888 catalyst types from USPTO. Task: Predict which catalyst facilitates the given reaction. (1) Reactant: [C:1]([N:5]1[CH2:10][CH2:9][CH:8]([NH:11][C:12](=[O:24])[NH:13][C:14]2[CH:23]=[CH:22][C:17]([C:18]([O:20]C)=[O:19])=[CH:16][CH:15]=2)[CH2:7][CH2:6]1)(=[O:4])[CH2:2][CH3:3].[OH-].[Na+]. Product: [C:1]([N:5]1[CH2:6][CH2:7][CH:8]([NH:11][C:12](=[O:24])[NH:13][C:14]2[CH:15]=[CH:16][C:17]([C:18]([OH:20])=[O:19])=[CH:22][CH:23]=2)[CH2:9][CH2:10]1)(=[O:4])[CH2:2][CH3:3]. The catalyst class is: 8. (2) The catalyst class is: 3. Product: [CH3:23][O:24][C:25]([C:27]1[CH:28]=[C:29]([CH3:51])[C:30]2[O:36][C:35]3[C:37]([Cl:47])=[CH:38][C:39]([N:41]4[CH2:42][CH2:43][N:44]([C:19](=[O:20])[C:14]5[CH:15]=[CH:16][CH:17]=[CH:18][C:13]=5[CH3:22])[CH2:45][CH2:46]4)=[CH:40][C:34]=3[CH2:33][S:32](=[O:48])(=[O:49])[C:31]=2[CH:50]=1)=[O:26]. Reactant: C(C1NC=CN=1)(C1NC=CN=1)=O.[C:13]1([CH3:22])[C:14]([C:19](O)=[O:20])=[CH:15][CH:16]=[CH:17][CH:18]=1.[CH3:23][O:24][C:25]([C:27]1[CH:28]=[C:29]([CH3:51])[C:30]2[O:36][C:35]3[C:37]([Cl:47])=[CH:38][C:39]([N:41]4[CH2:46][CH2:45][NH:44][CH2:43][CH2:42]4)=[CH:40][C:34]=3[CH2:33][S:32](=[O:49])(=[O:48])[C:31]=2[CH:50]=1)=[O:26].